This data is from NCI-60 drug combinations with 297,098 pairs across 59 cell lines. The task is: Regression. Given two drug SMILES strings and cell line genomic features, predict the synergy score measuring deviation from expected non-interaction effect. (1) Drug 1: CCN(CC)CCNC(=O)C1=C(NC(=C1C)C=C2C3=C(C=CC(=C3)F)NC2=O)C. Drug 2: CN(CC1=CN=C2C(=N1)C(=NC(=N2)N)N)C3=CC=C(C=C3)C(=O)NC(CCC(=O)O)C(=O)O. Cell line: SK-MEL-28. Synergy scores: CSS=22.0, Synergy_ZIP=-4.45, Synergy_Bliss=-0.255, Synergy_Loewe=-0.984, Synergy_HSA=-1.42. (2) Drug 1: C1=CC(=CC=C1CCCC(=O)O)N(CCCl)CCCl. Drug 2: CC1=C(N=C(N=C1N)C(CC(=O)N)NCC(C(=O)N)N)C(=O)NC(C(C2=CN=CN2)OC3C(C(C(C(O3)CO)O)O)OC4C(C(C(C(O4)CO)O)OC(=O)N)O)C(=O)NC(C)C(C(C)C(=O)NC(C(C)O)C(=O)NCCC5=NC(=CS5)C6=NC(=CS6)C(=O)NCCC[S+](C)C)O. Cell line: EKVX. Synergy scores: CSS=6.03, Synergy_ZIP=-1.60, Synergy_Bliss=0.0552, Synergy_Loewe=0.573, Synergy_HSA=-0.235.